From a dataset of Forward reaction prediction with 1.9M reactions from USPTO patents (1976-2016). Predict the product of the given reaction. Given the reactants [CH3:1][N:2]([CH:4]([CH:7]1[CH2:16][CH2:15][C:10]2([O:14][CH2:13][CH2:12][O:11]2)[CH2:9][CH2:8]1)[C:5]#N)[CH3:3].C1COCC1.[F:22][C:23]1[CH:24]=C([Mg]Br)[CH:26]=[CH:27][CH:28]=1.[Cl-].[NH4+], predict the reaction product. The product is: [O:14]1[C:10]2([CH2:15][CH2:16][CH:7]([CH:4]([N:2]([CH3:3])[CH3:1])[C:5]3[CH:26]=[CH:27][CH:28]=[C:23]([F:22])[CH:24]=3)[CH2:8][CH2:9]2)[O:11][CH2:12][CH2:13]1.